Dataset: Catalyst prediction with 721,799 reactions and 888 catalyst types from USPTO. Task: Predict which catalyst facilitates the given reaction. (1) Reactant: C(Cl)(=O)C(Cl)=O.CS(C)=O.[Cl:11][C:12]1[C:13]2[CH:24]=[CH:23][CH:22]=[CH:21][C:14]=2[S:15][C:16]=1[CH2:17][CH2:18][CH2:19][OH:20].C(N(CC)CC)C. Product: [Cl:11][C:12]1[C:13]2[CH:24]=[CH:23][CH:22]=[CH:21][C:14]=2[S:15][C:16]=1[CH2:17][CH2:18][CH:19]=[O:20]. The catalyst class is: 46. (2) Reactant: [Cl:1][C:2]1[CH:7]=[CH:6][C:5]([S:8]([NH:11][C:12]2[C:13]([C:19]([OH:21])=O)=[N:14][CH:15]=[C:16]([CH3:18])[CH:17]=2)(=[O:10])=[O:9])=[CH:4][C:3]=1[C:22]([F:25])([F:24])[F:23].[CH3:26][NH:27][O:28][CH3:29].Cl. Product: [CH3:29][O:28][N:27]([CH3:26])[C:19]([C:13]1[C:12]([NH:11][S:8]([C:5]2[CH:6]=[CH:7][C:2]([Cl:1])=[C:3]([C:22]([F:25])([F:23])[F:24])[CH:4]=2)(=[O:10])=[O:9])=[CH:17][C:16]([CH3:18])=[CH:15][N:14]=1)=[O:21]. The catalyst class is: 1. (3) Reactant: [CH:1]1([C:4]2[N:5]=[C:6]([C:9]3([CH2:12][NH2:13])[CH2:11][CH2:10]3)[S:7][CH:8]=2)[CH2:3][CH2:2]1.C(N(CC)CC)C.[F:21][C:22]([F:33])([F:32])[C:23]1[CH:31]=[CH:30][CH:29]=[CH:28][C:24]=1[C:25](Cl)=[O:26]. Product: [CH:1]1([C:4]2[N:5]=[C:6]([C:9]3([CH2:12][NH:13][C:25](=[O:26])[C:24]4[CH:28]=[CH:29][CH:30]=[CH:31][C:23]=4[C:22]([F:21])([F:32])[F:33])[CH2:10][CH2:11]3)[S:7][CH:8]=2)[CH2:3][CH2:2]1. The catalyst class is: 91. (4) Reactant: C([N:5]1[C:9](=[O:10])[CH:8]=[C:7]([C:11]2[CH:16]=[CH:15][C:14]([N:17]3[CH2:21][CH2:20][C@@H:19]([NH:22]C(=O)OC(C)(C)C)[CH2:18]3)=[C:13]([CH:30]=[O:31])[CH:12]=2)[S:6]1(=[O:33])=[O:32])(C)(C)C.C([SiH](C(C)C)C(C)C)(C)C. Product: [NH2:22][C@@H:19]1[CH2:20][CH2:21][N:17]([C:14]2[CH:15]=[CH:16][C:11]([C:7]3[S:6](=[O:33])(=[O:32])[NH:5][C:9](=[O:10])[CH:8]=3)=[CH:12][C:13]=2[CH:30]=[O:31])[CH2:18]1. The catalyst class is: 67. (5) Reactant: [CH:1]1([C@H:5]([NH:7][C:8]2[N:16]=[C:15]([C:17]([O:19][CH3:20])=[O:18])[N:14]=[C:13]3[C:9]=2[N:10]([CH2:33][C:34]2[CH:39]=[CH:38][C:37]([C:40]([F:43])([F:42])[F:41])=[CH:36][CH:35]=2)[C:11]([C:21]2[CH2:26][CH2:25][CH2:24][CH2:23][C:22]=2[C:27]2[CH:32]=[CH:31][CH:30]=[CH:29][CH:28]=2)=[N:12]3)[CH3:6])[CH2:4][CH2:3][CH2:2]1. Product: [CH:1]1([C@H:5]([NH:7][C:8]2[N:16]=[C:15]([C:17]([O:19][CH3:20])=[O:18])[N:14]=[C:13]3[C:9]=2[N:10]([CH2:33][C:34]2[CH:39]=[CH:38][C:37]([C:40]([F:41])([F:42])[F:43])=[CH:36][CH:35]=2)[C:11]([CH:21]2[CH2:26][CH2:25][CH2:24][CH2:23][CH:22]2[C:27]2[CH:32]=[CH:31][CH:30]=[CH:29][CH:28]=2)=[N:12]3)[CH3:6])[CH2:4][CH2:3][CH2:2]1. The catalyst class is: 19.